Dataset: Full USPTO retrosynthesis dataset with 1.9M reactions from patents (1976-2016). Task: Predict the reactants needed to synthesize the given product. Given the product [Br:30][C:28]1[CH:27]=[CH:26][C:25]([N+:31]([O-:33])=[O:32])=[C:24]([C:2]2[C:15]3[C:10]([C:9]4[CH:8]=[CH:7][CH:6]=[CH:5][C:4]=4[CH:3]=2)=[CH:11][CH:12]=[CH:13][CH:14]=3)[CH:29]=1, predict the reactants needed to synthesize it. The reactants are: B(O)(O)[C:2]1[C:15]2[C:10](=[CH:11][CH:12]=[CH:13][CH:14]=2)[C:9]2[C:4](=[CH:5][CH:6]=[CH:7][CH:8]=2)[CH:3]=1.C1COCC1.Br[C:24]1[CH:29]=[C:28]([Br:30])[CH:27]=[CH:26][C:25]=1[N+:31]([O-:33])=[O:32].[OH-].[Na+].